From a dataset of NCI-60 drug combinations with 297,098 pairs across 59 cell lines. Regression. Given two drug SMILES strings and cell line genomic features, predict the synergy score measuring deviation from expected non-interaction effect. (1) Drug 1: CC1OCC2C(O1)C(C(C(O2)OC3C4COC(=O)C4C(C5=CC6=C(C=C35)OCO6)C7=CC(=C(C(=C7)OC)O)OC)O)O. Drug 2: COC1=C2C(=CC3=C1OC=C3)C=CC(=O)O2. Cell line: RXF 393. Synergy scores: CSS=19.6, Synergy_ZIP=-4.11, Synergy_Bliss=-0.129, Synergy_Loewe=-10.0, Synergy_HSA=-2.43. (2) Drug 1: C(=O)(N)NO. Drug 2: CN1C2=C(C=C(C=C2)N(CCCl)CCCl)N=C1CCCC(=O)O.Cl. Cell line: SW-620. Synergy scores: CSS=2.72, Synergy_ZIP=1.03, Synergy_Bliss=2.57, Synergy_Loewe=1.39, Synergy_HSA=-0.435.